This data is from Catalyst prediction with 721,799 reactions and 888 catalyst types from USPTO. The task is: Predict which catalyst facilitates the given reaction. (1) Reactant: [F-].[Cs+].CC1C=CC(S([O:13][CH2:14][C@@H:15]2[O:17][CH2:16]2)(=O)=O)=CC=1.[Cl:18][C:19]1[C:24]([NH:25][C:26]2[C:35]3[C:30](=[CH:31][C:32](F)=[CH:33][C:34]=3[O:36][CH:37]3[CH2:42][CH2:41][O:40][CH2:39][CH2:38]3)[N:29]=[CH:28][N:27]=2)=[C:23]2[O:44][CH2:45][O:46][C:22]2=[CH:21][CH:20]=1. Product: [Cl:18][C:19]1[C:24]([NH:25][C:26]2[C:35]3[C:30](=[CH:31][C:32]([O:13][CH2:14][C@@H:15]4[O:17][CH2:16]4)=[CH:33][C:34]=3[O:36][CH:37]3[CH2:42][CH2:41][O:40][CH2:39][CH2:38]3)[N:29]=[CH:28][N:27]=2)=[C:23]2[O:44][CH2:45][O:46][C:22]2=[CH:21][CH:20]=1. The catalyst class is: 3. (2) Reactant: C([N:8]1[CH2:14][CH2:13][C:12]2[C:15]([N:19]3[CH2:24][CH2:23][N:22]([CH:25]4[CH2:28][CH2:27][CH2:26]4)[CH2:21][CH2:20]3)=[N:16][CH:17]=[N:18][C:11]=2[CH2:10][CH2:9]1)C1C=CC=CC=1. Product: [CH:25]1([N:22]2[CH2:21][CH2:20][N:19]([C:15]3[C:12]4[CH2:13][CH2:14][NH:8][CH2:9][CH2:10][C:11]=4[N:18]=[CH:17][N:16]=3)[CH2:24][CH2:23]2)[CH2:28][CH2:27][CH2:26]1. The catalyst class is: 320. (3) Reactant: [Br:1][C:2]1[CH:7]=[CH:6][C:5]([C:8]2([C:14]([NH2:16])=O)[CH2:13][CH2:12][O:11][CH2:10][CH2:9]2)=[CH:4][CH:3]=1.COC1C=CC(P2(SP(C3C=CC(OC)=CC=3)(=S)S2)=[S:26])=CC=1. Product: [Br:1][C:2]1[CH:7]=[CH:6][C:5]([C:8]2([C:14](=[S:26])[NH2:16])[CH2:13][CH2:12][O:11][CH2:10][CH2:9]2)=[CH:4][CH:3]=1. The catalyst class is: 1. (4) Reactant: [NH2:1][CH2:2][C:3]1[CH:4]=[C:5]([C:9]2[N:14]3[N:15]=[C:16]([NH:18][C:19]4[CH:24]=[CH:23][C:22]([O:25][CH2:26][CH2:27][N:28]5[CH2:32][CH2:31][CH2:30][CH2:29]5)=[CH:21][CH:20]=4)[N:17]=[C:13]3[CH:12]=[CH:11][CH:10]=2)[CH:6]=[CH:7][CH:8]=1.[Cl:33][C:34]1[CH:35]=[C:36]([N:40]=[C:41]=[O:42])[CH:37]=[CH:38][CH:39]=1. Product: [Cl:33][C:34]1[CH:35]=[C:36]([NH:40][C:41]([NH:1][CH2:2][C:3]2[CH:8]=[CH:7][CH:6]=[C:5]([C:9]3[N:14]4[N:15]=[C:16]([NH:18][C:19]5[CH:24]=[CH:23][C:22]([O:25][CH2:26][CH2:27][N:28]6[CH2:29][CH2:30][CH2:31][CH2:32]6)=[CH:21][CH:20]=5)[N:17]=[C:13]4[CH:12]=[CH:11][CH:10]=3)[CH:4]=2)=[O:42])[CH:37]=[CH:38][CH:39]=1. The catalyst class is: 4. (5) Reactant: C(=O)([O-])[O-].[K+].[K+].[F:7][C:8]1[CH:13]=[CH:12][C:11]([NH:14][C:15](=[O:21])[O:16][C:17]([CH3:20])([CH3:19])[CH3:18])=[C:10]([NH:22][C:23]2[N:28]=[C:27](SC#N)[C:26]([N+:32]([O-:34])=[O:33])=[CH:25][N:24]=2)[CH:9]=1.[OH:35][C@H:36]1[CH2:41][CH2:40][C@H:39]([NH2:42])[CH2:38][CH2:37]1. Product: [F:7][C:8]1[CH:13]=[CH:12][C:11]([NH:14][C:15](=[O:21])[O:16][C:17]([CH3:19])([CH3:18])[CH3:20])=[C:10]([NH:22][C:23]2[N:28]=[C:27]([NH:42][C@H:39]3[CH2:40][CH2:41][C@H:36]([OH:35])[CH2:37][CH2:38]3)[C:26]([N+:32]([O-:34])=[O:33])=[CH:25][N:24]=2)[CH:9]=1. The catalyst class is: 291. (6) The catalyst class is: 10. Reactant: [Br:1][C:2]1[CH:3]=[C:4]([C:8](=[CH2:17])[CH2:9][CH:10](O)[C:11]([O:13][CH2:14][CH3:15])=[O:12])[CH:5]=[CH:6][CH:7]=1.N1C(C)=CC=CC=1C.FC(F)(F)S(OS(C(F)(F)F)(=O)=O)(=O)=O.[NH2:41][C:42]([NH2:44])=[S:43]. Product: [NH2:44][C:42]1[S:43][CH:10]([C:11]([O:13][CH2:14][CH3:15])=[O:12])[CH2:9][C:8]([C:4]2[CH:5]=[CH:6][CH:7]=[C:2]([Br:1])[CH:3]=2)([CH3:17])[N:41]=1. (7) Reactant: Cl[C:2]1[C:10]2[C:6](=[N:7][O:8][N:9]=2)[C:5]([N+:11]([O-:13])=[O:12])=[CH:4][CH:3]=1.C(=O)([O-])O.[Na+].[NH2:19][C:20]1[CH:25]=[CH:24][CH:23]=[CH:22][CH:21]=1. Product: [N+:11]([C:5]1[C:6]2=[N:7][O:8][N:9]=[C:10]2[C:2]([NH:19][C:20]2[CH:25]=[CH:24][CH:23]=[CH:22][CH:21]=2)=[CH:3][CH:4]=1)([O-:13])=[O:12]. The catalyst class is: 8.